Predict which catalyst facilitates the given reaction. From a dataset of Catalyst prediction with 721,799 reactions and 888 catalyst types from USPTO. (1) Reactant: [C:1]([O:5][C:6]([N:8]1[CH2:13][CH2:12][CH:11]([OH:14])[CH2:10][CH2:9]1)=[O:7])([CH3:4])([CH3:3])[CH3:2].[H-].[Na+].Br[CH2:18][CH2:19][CH2:20][O:21][Si:22]([C:25]([CH3:28])([CH3:27])[CH3:26])([CH3:24])[CH3:23]. Product: [C:1]([O:5][C:6]([N:8]1[CH2:13][CH2:12][CH:11]([O:14][CH2:18][CH2:19][CH2:20][O:21][Si:22]([C:25]([CH3:26])([CH3:28])[CH3:27])([CH3:23])[CH3:24])[CH2:10][CH2:9]1)=[O:7])([CH3:4])([CH3:2])[CH3:3]. The catalyst class is: 3. (2) Reactant: [Br:1][C:2]1[CH:3]=[N+:4]([O-])[CH:5]=[CH:6][C:7]=1[O:8][CH2:9][CH:10]1[CH2:12][CH2:11]1.[Si]([C:18]#[N:19])(C)(C)C.CN(C)C(Cl)=O. Product: [Br:1][C:2]1[C:7]([O:8][CH2:9][CH:10]2[CH2:12][CH2:11]2)=[CH:6][C:5]([C:18]#[N:19])=[N:4][CH:3]=1. The catalyst class is: 2. (3) Product: [Br:26][C:3]1[N:4]2[N:5]=[CH:6][C:7]([C:10]3[CH:15]=[CH:14][N:13]([CH2:16][CH2:17][CH2:18][N:19]4[CH2:20][CH2:21][CH2:22][CH2:23][CH2:24]4)[C:12](=[O:25])[CH:11]=3)=[CH:8][C:9]2=[N:1][CH:2]=1. The catalyst class is: 31. Reactant: [N:1]1[CH:2]=[CH:3][N:4]2[C:9]=1[CH:8]=[C:7]([C:10]1[CH:15]=[CH:14][N:13]([CH2:16][CH2:17][CH2:18][N:19]3[CH2:24][CH2:23][CH2:22][CH2:21][CH2:20]3)[C:12](=[O:25])[CH:11]=1)[CH:6]=[N:5]2.[Br:26]N1C(=O)CCC1=O. (4) The catalyst class is: 298. Reactant: [CH2:1]([CH:8]([NH:22][C:23]([C:25]1[CH:34]=[N:33][C:32]2[C:27](=[CH:28][CH:29]=[CH:30][CH:31]=2)[N:26]=1)=[O:24])[CH:9]([OH:21])[CH2:10][CH:11]([C:18](=[O:20])[NH2:19])[CH2:12][CH2:13][C:14]([F:17])([CH3:16])[CH3:15])[C:2]1[CH:7]=[CH:6][CH:5]=[CH:4][CH:3]=1.CN(C1C=CC=CN=1)C.[C:44](OC(=O)C)(=[O:46])[CH3:45]. Product: [C:18]([CH:11]([CH2:12][CH2:13][C:14]([F:17])([CH3:16])[CH3:15])[CH2:10][CH:9]([O:21][C:44](=[O:46])[CH3:45])[CH:8]([NH:22][C:23]([C:25]1[CH:34]=[N:33][C:32]2[C:27](=[CH:28][CH:29]=[CH:30][CH:31]=2)[N:26]=1)=[O:24])[CH2:1][C:2]1[CH:7]=[CH:6][CH:5]=[CH:4][CH:3]=1)(=[O:20])[NH2:19]. (5) Reactant: [C:1]1([CH2:11][C:12]([OH:14])=[O:13])[CH:6]=[CH:5][CH:4]=[C:3]([CH2:7][C:8]([OH:10])=[O:9])[CH:2]=1.Cl.[CH2:16](O)[CH3:17]. Product: [CH2:16]([O:9][C:8]([CH2:7][C:3]1[CH:2]=[C:1]([CH2:11][C:12]([OH:14])=[O:13])[CH:6]=[CH:5][CH:4]=1)=[O:10])[CH3:17]. The catalyst class is: 12. (6) Reactant: [AlH4-].[Li+].C([O:5][C:6]([C:8]1[NH:9][C:10]2[C:15]([CH:16]=1)=[CH:14][C:13]([C:17]#[N:18])=[CH:12][CH:11]=2)=O)C.[OH-].[Na+].[O-]S([O-])(=O)=O.[Mg+2]. Product: [NH2:18][CH2:17][C:13]1[CH:14]=[C:15]2[C:10](=[CH:11][CH:12]=1)[NH:9][C:8]([CH2:6][OH:5])=[CH:16]2. The catalyst class is: 20. (7) Reactant: [NH2:1][C:2]1[C:11]2[N:12]=[CH:13][N:14]([CH2:15][CH:16]([CH3:18])[CH3:17])[C:10]=2[C:9]2[CH:8]=[C:7]([CH:19]=O)[CH:6]=[CH:5][C:4]=2[N:3]=1.[CH3:21][O:22][C:23]1[CH:24]=[C:25]([CH:28]=[CH:29][CH:30]=1)[CH2:26][NH2:27]. Product: [CH2:15]([N:14]1[C:10]2[C:9]3[CH:8]=[C:7]([CH2:19][NH:27][CH2:26][C:25]4[CH:28]=[CH:29][CH:30]=[C:23]([O:22][CH3:21])[CH:24]=4)[CH:6]=[CH:5][C:4]=3[N:3]=[C:2]([NH2:1])[C:11]=2[N:12]=[CH:13]1)[CH:16]([CH3:18])[CH3:17]. The catalyst class is: 138. (8) Reactant: [CH2:1]([O:3][C:4]([N:6]1[CH2:11][CH2:10][CH:9]([NH:12][C:13]2[C:18]([NH2:19])=[CH:17][CH:16]=[C:15]([N:20]([CH3:22])[CH3:21])[N:14]=2)[CH2:8][CH2:7]1)=[O:5])[CH3:2].C1N=CN([C:28](N2C=NC=C2)=[O:29])C=1. Product: [CH2:1]([O:3][C:4]([N:6]1[CH2:11][CH2:10][CH:9]([N:12]2[C:13]3=[N:14][C:15]([N:20]([CH3:21])[CH3:22])=[CH:16][CH:17]=[C:18]3[NH:19][C:28]2=[O:29])[CH2:8][CH2:7]1)=[O:5])[CH3:2]. The catalyst class is: 49. (9) Reactant: [F:1][C:2]1[CH:25]=[CH:24][CH:23]=[CH:22][C:3]=1[CH2:4][N:5]1[C:9]2=[N:10][CH:11]=[CH:12][CH:13]=[C:8]2[C:7]([C:14]2[N:15]=[C:16]([NH2:21])[C:17]([NH2:20])=[N:18][CH:19]=2)=[N:6]1.[C:26](=O)(OC(Cl)(Cl)Cl)[O:27]C(Cl)(Cl)Cl. Product: [F:1][C:2]1[CH:25]=[CH:24][CH:23]=[CH:22][C:3]=1[CH2:4][N:5]1[C:9]2=[N:10][CH:11]=[CH:12][CH:13]=[C:8]2[C:7]([C:14]2[N:15]=[C:16]3[NH:21][C:26](=[O:27])[NH:20][C:17]3=[N:18][CH:19]=2)=[N:6]1. The catalyst class is: 17.